Dataset: NCI-60 drug combinations with 297,098 pairs across 59 cell lines. Task: Regression. Given two drug SMILES strings and cell line genomic features, predict the synergy score measuring deviation from expected non-interaction effect. (1) Drug 1: CS(=O)(=O)OCCCCOS(=O)(=O)C. Drug 2: C1=NNC2=C1C(=O)NC=N2. Cell line: OVCAR-4. Synergy scores: CSS=9.22, Synergy_ZIP=-0.933, Synergy_Bliss=5.27, Synergy_Loewe=2.82, Synergy_HSA=3.12. (2) Drug 1: C1C(C(OC1N2C=C(C(=O)NC2=O)F)CO)O. Drug 2: C1=NNC2=C1C(=O)NC=N2. Cell line: SN12C. Synergy scores: CSS=10.3, Synergy_ZIP=-4.27, Synergy_Bliss=-0.692, Synergy_Loewe=-13.7, Synergy_HSA=-1.44. (3) Drug 1: CC1=C(C(CCC1)(C)C)C=CC(=CC=CC(=CC(=O)O)C)C. Drug 2: B(C(CC(C)C)NC(=O)C(CC1=CC=CC=C1)NC(=O)C2=NC=CN=C2)(O)O. Cell line: 786-0. Synergy scores: CSS=45.8, Synergy_ZIP=2.01, Synergy_Bliss=2.90, Synergy_Loewe=-47.7, Synergy_HSA=-0.284. (4) Drug 1: CC12CCC3C(C1CCC2=O)CC(=C)C4=CC(=O)C=CC34C. Drug 2: CC1=C(C(=CC=C1)Cl)NC(=O)C2=CN=C(S2)NC3=CC(=NC(=N3)C)N4CCN(CC4)CCO. Cell line: OVCAR3. Synergy scores: CSS=31.5, Synergy_ZIP=-4.78, Synergy_Bliss=-0.115, Synergy_Loewe=-4.46, Synergy_HSA=1.34. (5) Drug 1: C1=NC(=NC(=O)N1C2C(C(C(O2)CO)O)O)N. Drug 2: CCN(CC)CCNC(=O)C1=C(NC(=C1C)C=C2C3=C(C=CC(=C3)F)NC2=O)C. Cell line: SNB-75. Synergy scores: CSS=1.14, Synergy_ZIP=-0.287, Synergy_Bliss=2.72, Synergy_Loewe=0.325, Synergy_HSA=1.15. (6) Drug 2: CCN(CC)CCCC(C)NC1=C2C=C(C=CC2=NC3=C1C=CC(=C3)Cl)OC. Drug 1: C1=CC=C(C=C1)NC(=O)CCCCCCC(=O)NO. Synergy scores: CSS=46.8, Synergy_ZIP=-15.1, Synergy_Bliss=-10.0, Synergy_Loewe=-8.42, Synergy_HSA=-4.87. Cell line: DU-145. (7) Drug 1: C1=CC(=CC=C1CCC2=CNC3=C2C(=O)NC(=N3)N)C(=O)NC(CCC(=O)O)C(=O)O. Drug 2: C1=CC=C(C(=C1)C(C2=CC=C(C=C2)Cl)C(Cl)Cl)Cl. Cell line: SN12C. Synergy scores: CSS=27.2, Synergy_ZIP=1.43, Synergy_Bliss=2.43, Synergy_Loewe=-14.7, Synergy_HSA=3.10. (8) Drug 1: CNC(=O)C1=CC=CC=C1SC2=CC3=C(C=C2)C(=NN3)C=CC4=CC=CC=N4. Drug 2: CCC1(C2=C(COC1=O)C(=O)N3CC4=CC5=C(C=CC(=C5CN(C)C)O)N=C4C3=C2)O.Cl. Cell line: SK-MEL-28. Synergy scores: CSS=1.76, Synergy_ZIP=0.835, Synergy_Bliss=1.67, Synergy_Loewe=-6.52, Synergy_HSA=-1.88. (9) Drug 1: CC1=CC=C(C=C1)C2=CC(=NN2C3=CC=C(C=C3)S(=O)(=O)N)C(F)(F)F. Drug 2: C1CC(=O)NC(=O)C1N2C(=O)C3=CC=CC=C3C2=O. Cell line: M14. Synergy scores: CSS=-8.32, Synergy_ZIP=8.94, Synergy_Bliss=9.42, Synergy_Loewe=-3.70, Synergy_HSA=-2.93.